From a dataset of Forward reaction prediction with 1.9M reactions from USPTO patents (1976-2016). Predict the product of the given reaction. (1) Given the reactants CCCC[N+](CCCC)(CCCC)CCCC.[F-].[F:19][C:20]1[CH:28]=[CH:27][C:26]2[N:25](S(C3C=CC=CC=3)(=O)=O)[C:24]3[CH2:38][CH2:39][N:40]([C:43]4[CH:44]=[N:45][CH:46]=[CH:47][C:48]=4[CH3:49])[C:41](=[O:42])[C:23]=3[C:22]=2[CH:21]=1.CO, predict the reaction product. The product is: [F:19][C:20]1[CH:28]=[CH:27][C:26]2[NH:25][C:24]3[CH2:38][CH2:39][N:40]([C:43]4[CH:44]=[N:45][CH:46]=[CH:47][C:48]=4[CH3:49])[C:41](=[O:42])[C:23]=3[C:22]=2[CH:21]=1. (2) Given the reactants [CH2:1]([C:3]1[C:7]2=[N:8][C:9]([C:12]([NH:14][C:15]3[CH:16]=[N:17][CH:18]=[CH:19][C:20]=3[N:21]3[CH2:26][CH2:25][CH2:24][C@H:23]([NH:27]C(=O)OC(C)(C)C)[CH2:22]3)=[O:13])=[CH:10][CH:11]=[C:6]2[S:5][CH:4]=1)[CH3:2].C(O)(C(F)(F)F)=O.N, predict the reaction product. The product is: [NH2:27][C@H:23]1[CH2:24][CH2:25][CH2:26][N:21]([C:20]2[CH:19]=[CH:18][N:17]=[CH:16][C:15]=2[NH:14][C:12]([C:9]2[N:8]=[C:7]3[C:3]([CH2:1][CH3:2])=[CH:4][S:5][C:6]3=[CH:11][CH:10]=2)=[O:13])[CH2:22]1. (3) Given the reactants [C:1]12([C:11]3[CH:25]=[CH:24][C:14]([O:15][CH2:16][CH2:17][CH2:18][C:19]([O:21]CC)=[O:20])=[CH:13][CH:12]=3)[CH2:10][CH:5]3[CH2:6][CH:7]([CH2:9][CH:3]([CH2:4]3)[CH2:2]1)[CH2:8]2.O.[OH-].[Li+].Cl, predict the reaction product. The product is: [C:1]12([C:11]3[CH:12]=[CH:13][C:14]([O:15][CH2:16][CH2:17][CH2:18][C:19]([OH:21])=[O:20])=[CH:24][CH:25]=3)[CH2:8][CH:7]3[CH2:9][CH:3]([CH2:4][CH:5]([CH2:6]3)[CH2:10]1)[CH2:2]2. (4) Given the reactants O.[ClH:2].Cl.Cl.Cl.[NH2:6][CH:7]([CH:38]([CH3:40])[CH3:39])[CH2:8][N:9]1[CH2:14][CH2:13][CH:12]([NH:15][C:16]2[N:20]([CH2:21][C:22]3[C:31]([O:32]C)=[CH:30][C:29]4[CH2:28][CH2:27][CH2:26][CH2:25][C:24]=4[N:23]=3)[C:19]3[CH:34]=[CH:35][CH:36]=[CH:37][C:18]=3[N:17]=2)[CH2:11][CH2:10]1.C([O-])([O-])=O.[K+].[K+].BrB(Br)Br.[NH4+].[OH-], predict the reaction product. The product is: [OH2:32].[ClH:2].[ClH:2].[ClH:2].[ClH:2].[NH2:6][CH:7]([CH:38]([CH3:40])[CH3:39])[CH2:8][N:9]1[CH2:14][CH2:13][CH:12]([NH:15][C:16]2[N:20]([CH2:21][C:22]3[C:31]([OH:32])=[CH:30][C:29]4[CH2:28][CH2:27][CH2:26][CH2:25][C:24]=4[N:23]=3)[C:19]3[CH:34]=[CH:35][CH:36]=[CH:37][C:18]=3[N:17]=2)[CH2:11][CH2:10]1. (5) Given the reactants [CH2:1]([O:3][C:4]([C:6]1[N:7]([C:18]2[CH:23]=[CH:22][C:21]([O:24][CH:25]([CH3:27])[CH3:26])=[CH:20][CH:19]=2)[C:8]2[C:13]([C:14]=1[CH:15]=[O:16])=[CH:12][C:11](Br)=[CH:10][CH:9]=2)=[O:5])[CH3:2].[C:28]([C:32]1[CH:37]=[CH:36][C:35](B(O)O)=[CH:34][CH:33]=1)([CH3:31])([CH3:30])[CH3:29].[O-]P([O-])([O-])=O.[K+].[K+].[K+].C1(C)C=CC=CC=1P(C1C=CC=CC=1C)C1C=CC=CC=1C.C([O-])(O)=O.[Na+], predict the reaction product. The product is: [CH2:1]([O:3][C:4]([C:6]1[N:7]([C:18]2[CH:23]=[CH:22][C:21]([O:24][CH:25]([CH3:27])[CH3:26])=[CH:20][CH:19]=2)[C:8]2[C:13]([C:14]=1[CH:15]=[O:16])=[CH:12][C:11]([C:35]1[CH:36]=[CH:37][C:32]([C:28]([CH3:31])([CH3:30])[CH3:29])=[CH:33][CH:34]=1)=[CH:10][CH:9]=2)=[O:5])[CH3:2].